From a dataset of Peptide-MHC class I binding affinity with 185,985 pairs from IEDB/IMGT. Regression. Given a peptide amino acid sequence and an MHC pseudo amino acid sequence, predict their binding affinity value. This is MHC class I binding data. (1) The binding affinity (normalized) is 0.0847. The peptide sequence is RPAIVVPAF. The MHC is HLA-A30:01 with pseudo-sequence HLA-A30:01. (2) The peptide sequence is VIYQYMDDL. The MHC is HLA-B45:01 with pseudo-sequence HLA-B45:01. The binding affinity (normalized) is 0.